Dataset: Reaction yield outcomes from USPTO patents with 853,638 reactions. Task: Predict the reaction yield, written as a fraction of the theoretical maximum amount of product (1.0 means a 100% yield; for example, 0.34 means a 34% yield). (1) The reactants are [Cl:1][C:2]1[CH:7]=[CH:6][C:5]([C:8]2[N:12]([C:13]3[CH:18]=[CH:17][C:16]([Cl:19])=[CH:15][C:14]=3[Cl:20])[N:11]=[C:10](C(O)=O)[C:9]=2[CH3:24])=[CH:4][CH:3]=1.[C:25](Cl)(=O)C(Cl)=O.[CH3:31][C:32]([NH:37][CH3:38])([CH3:36])[C:33]([NH2:35])=[O:34].C(N(CC)CC)C.C[O-].[Na+]. The catalyst is C1(C)C=CC=CC=1.C1COCC1.CO.CN(C=O)C. The product is [Cl:1][C:2]1[CH:3]=[CH:4][C:5]([C:8]2[N:12]([C:13]3[CH:18]=[CH:17][C:16]([Cl:19])=[CH:15][C:14]=3[Cl:20])[N:11]=[C:10]([C:38]3[N:37]([CH3:25])[C:32]([CH3:36])([CH3:31])[C:33](=[O:34])[N:35]=3)[C:9]=2[CH3:24])=[CH:6][CH:7]=1. The yield is 0.550. (2) The reactants are [CH2:1]([N:3]([CH:29]1[CH2:34][CH2:33][O:32][CH2:31][CH2:30]1)[C:4]1[C:20]2[CH2:19][CH2:18][CH2:17][CH2:16][O:15][CH2:14][C:13]3[CH:21]=[C:22]([CH3:27])[N:23]=[C:24]([O:25]C)[C:12]=3[CH2:11][NH:10][C:9](=[O:28])[C:8]=2[CH:7]=[CH:6][CH:5]=1)[CH3:2].Cl.CO.C(OC)(C)(C)C. The catalyst is CCOC(C)=O. The product is [CH2:1]([N:3]([CH:29]1[CH2:30][CH2:31][O:32][CH2:33][CH2:34]1)[C:4]1[C:20]2[CH2:19][CH2:18][CH2:17][CH2:16][O:15][CH2:14][C:13]3[CH:21]=[C:22]([CH3:27])[NH:23][C:24](=[O:25])[C:12]=3[CH2:11][NH:10][C:9](=[O:28])[C:8]=2[CH:7]=[CH:6][CH:5]=1)[CH3:2]. The yield is 0.606. (3) The reactants are [H-].[H-].[H-].[H-].[Li+].[Al+3].[C:7]1([C@@H:13]([N@@:15]2[CH2:17][CH:16]2[C:18](OC)=[O:19])[CH3:14])[CH:12]=[CH:11][CH:10]=[CH:9][CH:8]=1.C1([C@@H]([N@]2CC2C(OC)=O)C)C=CC=CC=1.[OH-].[K+]. The catalyst is C1COCC1. The product is [C:7]1([C@@H:13]([N@:15]2[CH2:17][CH:16]2[CH2:18][OH:19])[CH3:14])[CH:8]=[CH:9][CH:10]=[CH:11][CH:12]=1. The yield is 0.900. (4) The reactants are [CH3:1][O:2][C:3]1[CH:4]=[C:5]2[C:10](=[CH:11][CH:12]=1)[CH:9]=[C:8]([C@H:13]([CH3:17])[C:14]([OH:16])=[O:15])[CH:7]=[CH:6]2.[OH:18][CH2:19][C:20]([N+:25]([O-:27])=[O:26])([CH2:23]O)[CH2:21][OH:22].Cl.CN(C)CCCN=C=NCC.N(C(C)C)(C(C)C)CC. The catalyst is CC(C)=O. The product is [CH3:1][O:2][C:3]1[CH:4]=[C:5]2[C:10](=[CH:11][CH:12]=1)[CH:9]=[C:8]([C@H:13]([CH3:17])[C:14]([O:16][CH2:23][C:20]([CH2:21][OH:22])([N+:25]([O-:27])=[O:26])[CH2:19][OH:18])=[O:15])[CH:7]=[CH:6]2. The yield is 0.390.